This data is from Reaction yield outcomes from USPTO patents with 853,638 reactions. The task is: Predict the reaction yield, written as a fraction of the theoretical maximum amount of product (1.0 means a 100% yield; for example, 0.34 means a 34% yield). (1) The reactants are [CH2:1]([N:8]([CH:12]1[CH2:17][CH2:16][NH:15][CH2:14][CH2:13]1)[C:9](=[O:11])[CH3:10])[C:2]1[CH:7]=[CH:6][CH:5]=[CH:4][CH:3]=1.Cl[C:19]1[N:24]=[CH:23][C:22]([C:25]2[NH:34][C:33](=[O:35])[C:32]3[C:27](=[CH:28][C:29]([O:38][CH3:39])=[CH:30][C:31]=3[O:36][CH3:37])[N:26]=2)=[CH:21][CH:20]=1.C([O-])([O-])=O.[K+].[K+]. The catalyst is CN(C=O)C. The product is [CH2:1]([N:8]([CH:12]1[CH2:17][CH2:16][N:15]([C:19]2[CH:20]=[CH:21][C:22]([C:25]3[NH:34][C:33](=[O:35])[C:32]4[C:27](=[CH:28][C:29]([O:38][CH3:39])=[CH:30][C:31]=4[O:36][CH3:37])[N:26]=3)=[CH:23][N:24]=2)[CH2:14][CH2:13]1)[C:9](=[O:11])[CH3:10])[C:2]1[CH:3]=[CH:4][CH:5]=[CH:6][CH:7]=1. The yield is 0.300. (2) The reactants are S(=O)(=O)(O)[OH:2].N[C:7]1[CH:12]=[CH:11][C:10]([CH2:13][S:14]([NH:17][CH3:18])(=[O:16])=[O:15])=[CH:9][CH:8]=1.N([O-])=O.[Na+]. The catalyst is O. The product is [OH:2][C:7]1[CH:12]=[CH:11][C:10]([CH2:13][S:14]([NH:17][CH3:18])(=[O:16])=[O:15])=[CH:9][CH:8]=1. The yield is 0.660. (3) The reactants are [NH2:1][C:2]1[C:7]([C:8]2[O:12][N:11]=[C:10]([CH2:13][C:14]3[CH:19]=[CH:18][C:17]([OH:20])=[CH:16][CH:15]=3)[CH:9]=2)=[CH:6][CH:5]=[CH:4][N:3]=1.[OH-].[Na+].[F:23][C:24]1[CH:31]=[CH:30][CH:29]=[CH:28][C:25]=1[CH2:26]Br. The product is [F:23][C:24]1[CH:31]=[CH:30][CH:29]=[CH:28][C:25]=1[CH2:26][O:20][C:17]1[CH:18]=[CH:19][C:14]([CH2:13][C:10]2[CH:9]=[C:8]([C:7]3[C:2]([NH2:1])=[N:3][CH:4]=[CH:5][CH:6]=3)[O:12][N:11]=2)=[CH:15][CH:16]=1. The catalyst is CO. The yield is 0.430. (4) The reactants are [NH2:1][C:2]1[C:3]([Cl:24])=[C:4]([NH:10][CH:11]2[CH2:16][CH2:15][N:14]([C:17]([O:19][C:20]([CH3:23])([CH3:22])[CH3:21])=[O:18])[CH2:13][CH2:12]2)[CH:5]=[C:6]([C:8]#[N:9])[CH:7]=1.Cl[C:26]1[N:31]=[C:30]([N:32]([CH:42]2[CH2:44][CH2:43]2)[CH2:33][C:34]2[CH:39]=[CH:38][C:37]([O:40][CH3:41])=[CH:36][CH:35]=2)[C:29]2=[N:45][CH:46]=[C:47]([C:48]#[N:49])[N:28]2[N:27]=1.C([O-])([O-])=O.[Cs+].[Cs+].C1(P(C2C=CC=CC=2)C2C3OC4C(=CC=CC=4P(C4C=CC=CC=4)C4C=CC=CC=4)C(C)(C)C=3C=CC=2)C=CC=CC=1. The catalyst is C1C=CC(P(C2C=CC=CC=2)[C-]2C=CC=C2)=CC=1.C1C=CC(P(C2C=CC=CC=2)[C-]2C=CC=C2)=CC=1.[Fe+2].CC([O-])=O.CC([O-])=O.[Pd+2]. The product is [Cl:24][C:3]1[C:2]([NH:1][C:26]2[N:31]=[C:30]([N:32]([CH:42]3[CH2:44][CH2:43]3)[CH2:33][C:34]3[CH:39]=[CH:38][C:37]([O:40][CH3:41])=[CH:36][CH:35]=3)[C:29]3=[N:45][CH:46]=[C:47]([C:48]#[N:49])[N:28]3[N:27]=2)=[CH:7][C:6]([C:8]#[N:9])=[CH:5][C:4]=1[NH:10][CH:11]1[CH2:12][CH2:13][N:14]([C:17]([O:19][C:20]([CH3:21])([CH3:23])[CH3:22])=[O:18])[CH2:15][CH2:16]1. The yield is 0.680. (5) The reactants are CON(C)[C:4]([C:6]1[CH:24]=[CH:23][C:9]2[S:10][C:11]3[CH:22]=[CH:21][CH:20]=[CH:19][C:12]=3[C:13]([CH2:15][CH2:16][CH2:17][CH3:18])=[N:14][C:8]=2[CH:7]=1)=[O:5].[CH:26]1([Mg]Cl)[CH2:31][CH2:30][CH2:29][CH2:28][CH2:27]1. The catalyst is C1COCC1.CCOCC. The product is [CH2:15]([C:13]1[C:12]2[CH:19]=[CH:20][CH:21]=[CH:22][C:11]=2[S:10][C:9]2[CH:23]=[CH:24][C:6]([C:4]([CH:26]3[CH2:31][CH2:30][CH2:29][CH2:28][CH2:27]3)=[O:5])=[CH:7][C:8]=2[N:14]=1)[CH2:16][CH2:17][CH3:18]. The yield is 0.170.